This data is from Reaction yield outcomes from USPTO patents with 853,638 reactions. The task is: Predict the reaction yield, written as a fraction of the theoretical maximum amount of product (1.0 means a 100% yield; for example, 0.34 means a 34% yield). (1) The catalyst is C1(C)C=CC=CC=1.CCOC(C)=O. The yield is 0.550. The reactants are [Br:1][C:2]1[CH:3]=[CH:4][C:5]([O:15][CH2:16][C:17]2[CH:22]=[CH:21][CH:20]=[CH:19][CH:18]=2)=[C:6]([C:8](=O)[CH2:9][CH2:10][C:11](=O)[CH3:12])[CH:7]=1.[CH2:23]([O:25][C:26](=[O:34])[C:27]1[CH:32]=[CH:31][CH:30]=[C:29]([NH2:33])[CH:28]=1)[CH3:24].CC1C=CC(S(O)(=O)=O)=CC=1. The product is [CH2:23]([O:25][C:26](=[O:34])[C:27]1[CH:32]=[CH:31][CH:30]=[C:29]([N:33]2[C:11]([CH3:12])=[CH:10][CH:9]=[C:8]2[C:6]2[CH:7]=[C:2]([Br:1])[CH:3]=[CH:4][C:5]=2[O:15][CH2:16][C:17]2[CH:22]=[CH:21][CH:20]=[CH:19][CH:18]=2)[CH:28]=1)[CH3:24]. (2) The reactants are [OH:1][C:2]1[C:15]2[C:14](=[O:16])[C:13]3[C:8](=[CH:9][CH:10]=[CH:11][C:12]=3[OH:17])[C:7](=[O:18])[C:6]=2[CH:5]=[C:4]([C:19]([OH:21])=[O:20])[CH:3]=1.[C:22](Cl)(=[O:26])[CH2:23][CH2:24][CH3:25].C([O:31][CH2:32][CH3:33])(=O)C.ClCCl.N1C=CC=[CH:39][CH:38]=1. The catalyst is O. The product is [C:22]([O:1][C:2]1[C:15]2[C:14](=[O:16])[C:13]3[C:8](=[CH:9][CH:10]=[CH:11][C:12]=3[O:17][C:32](=[O:31])[CH2:33][CH2:38][CH3:39])[C:7](=[O:18])[C:6]=2[CH:5]=[C:4]([C:19]([OH:21])=[O:20])[CH:3]=1)(=[O:26])[CH2:23][CH2:24][CH3:25]. The yield is 0.450. (3) The reactants are C([O:5][C:6](=[O:27])/[CH:7]=[CH:8]/[C:9]1[CH:26]=[N:25][C:12]2[NH:13][C:14](=[O:24])[CH2:15][N:16]([CH2:18][C:19]([O:21][CH2:22][CH3:23])=[O:20])[CH2:17][C:11]=2[CH:10]=1)(C)(C)C.C(O)(C(F)(F)F)=O.C(Cl)[Cl:36]. No catalyst specified. The product is [ClH:36].[CH2:22]([O:21][C:19]([CH2:18][N:16]1[CH2:17][C:11]2[CH:10]=[C:9](/[CH:8]=[CH:7]/[C:6]([OH:27])=[O:5])[CH:26]=[N:25][C:12]=2[NH:13][C:14](=[O:24])[CH2:15]1)=[O:20])[CH3:23]. The yield is 0.880. (4) The reactants are Cl.[N:2]1[C:11]2[C:6](=[CH:7][C:8]([NH:12][NH2:13])=[CH:9][CH:10]=2)[CH:5]=[CH:4][CH:3]=1.[CH3:14][C:15]([CH3:22])([CH3:21])[C:16](=O)[CH2:17][C:18]#[N:19]. The catalyst is CCO.Cl. The product is [C:15]([C:16]1[CH:17]=[C:18]([NH2:19])[N:12]([C:8]2[CH:7]=[C:6]3[C:11](=[CH:10][CH:9]=2)[N:2]=[CH:3][CH:4]=[CH:5]3)[N:13]=1)([CH3:22])([CH3:21])[CH3:14]. The yield is 0.510. (5) The yield is 0.918. The product is [Cl:1][C:2]1[N:3]=[C:4]([O:21][C:17]2[CH:18]=[CH:19][CH:20]=[C:15]([N+:12]([O-:14])=[O:13])[CH:16]=2)[C:5]2[S:10][CH:9]=[CH:8][C:6]=2[N:7]=1. The reactants are [Cl:1][C:2]1[N:3]=[C:4](Cl)[C:5]2[S:10][CH:9]=[CH:8][C:6]=2[N:7]=1.[N+:12]([C:15]1[CH:16]=[C:17]([OH:21])[CH:18]=[CH:19][CH:20]=1)([O-:14])=[O:13].C(=O)([O-])[O-].[Cs+].[Cs+]. No catalyst specified.